This data is from Catalyst prediction with 721,799 reactions and 888 catalyst types from USPTO. The task is: Predict which catalyst facilitates the given reaction. Reactant: [OH:1][C:2]1[CH:3]=[C:4]2[O:8][C:7]([C:9]3[CH:14]=[CH:13][CH:12]=[CH:11][CH:10]=3)=[N:6][C:5]2=[C:15]([C:17]([OH:19])=O)[CH:16]=1.Cl.C(N=C=NCCCN(C)C)C.ON1C2C=CC=CC=2N=N1.Cl.Cl.[NH2:44][C@H:45]1[CH:50]2[CH2:51][CH2:52][N:47]([CH2:48][CH2:49]2)[CH2:46]1.C(N(CC)CC)C. Product: [N:47]12[CH2:52][CH2:51][CH:50]([CH2:49][CH2:48]1)[C@H:45]([NH:44][C:17]([C:15]1[CH:16]=[C:2]([OH:1])[CH:3]=[C:4]3[O:8][C:7]([C:9]4[CH:10]=[CH:11][CH:12]=[CH:13][CH:14]=4)=[N:6][C:5]=13)=[O:19])[CH2:46]2. The catalyst class is: 174.